Dataset: Reaction yield outcomes from USPTO patents with 853,638 reactions. Task: Predict the reaction yield, written as a fraction of the theoretical maximum amount of product (1.0 means a 100% yield; for example, 0.34 means a 34% yield). (1) The reactants are [Cl:1][C:2]1[CH:3]=[C:4]([NH:8][C:9]2[C:18]3[C:13](=[C:14]([C:22]([N:24]([CH3:26])[CH3:25])=[O:23])[CH:15]=[C:16]([N+:19]([O-])=O)[CH:17]=3)[N:12]=[CH:11][C:10]=2[C:27]#[N:28])[CH:5]=[CH:6][CH:7]=1.O.O.[Sn](Cl)(Cl)(Cl)Cl.[N+](C1C=CC2C(=CC=CC=2)N=1)([O-])=O.C([O-])(O)=O.[Na+]. The catalyst is CCO. The product is [NH2:19][C:16]1[CH:17]=[C:18]2[C:13](=[C:14]([C:22]([N:24]([CH3:25])[CH3:26])=[O:23])[CH:15]=1)[N:12]=[CH:11][C:10]([C:27]#[N:28])=[C:9]2[NH:8][C:4]1[CH:5]=[CH:6][CH:7]=[C:2]([Cl:1])[CH:3]=1. The yield is 0.510. (2) The reactants are Cl[C:2]1[N:7]2[N:8]=[C:9]([CH3:11])[CH:10]=[C:6]2[N:5]=[C:4]([NH:12][C:13](=[O:24])[C:14]2[CH:19]=[CH:18][C:17]([C:20]([OH:23])([CH3:22])[CH3:21])=[CH:16][CH:15]=2)[CH:3]=1.[NH:25]1[CH2:30][CH2:29][CH:28]([CH2:31][OH:32])[CH2:27][CH2:26]1. The catalyst is CN(C=O)C.CS(C)=O.CO. The product is [OH:32][CH2:31][CH:28]1[CH2:29][CH2:30][N:25]([C:2]2[N:7]3[N:8]=[C:9]([CH3:11])[CH:10]=[C:6]3[N:5]=[C:4]([NH:12][C:13](=[O:24])[C:14]3[CH:19]=[CH:18][C:17]([C:20]([OH:23])([CH3:22])[CH3:21])=[CH:16][CH:15]=3)[CH:3]=2)[CH2:26][CH2:27]1. The yield is 0.620. (3) The reactants are [CH2:1]([NH:8][C:9]1[CH:18]=[C:17]2[C:12]([N:13]=[C:14](Cl)[C:15]3[N:16]2[CH:19]=[CH:20][N:21]=3)=[CH:11][C:10]=1[C:23]([F:26])([F:25])[F:24])[C:2]1[CH:7]=[CH:6][CH:5]=[CH:4][CH:3]=1.[CH2:27]([CH2:30][OH:31])[CH2:28][NH2:29].C(N(C(C)C)CC)(C)C. The catalyst is O1CCOCC1. The product is [CH2:1]([NH:8][C:9]1[CH:18]=[C:17]2[C:12]([N:13]=[C:14]([NH:29][CH2:28][CH2:27][CH2:30][OH:31])[C:15]3[N:16]2[CH:19]=[CH:20][N:21]=3)=[CH:11][C:10]=1[C:23]([F:26])([F:25])[F:24])[C:2]1[CH:7]=[CH:6][CH:5]=[CH:4][CH:3]=1. The yield is 0.860. (4) The reactants are Br[C:2]1[C:10]2[C:5](=[CH:6][CH:7]=[C:8]([N+:11]([O-:13])=[O:12])[CH:9]=2)[N:4]([C:14]([C:27]2[CH:32]=[CH:31][CH:30]=[CH:29][CH:28]=2)([C:21]2[CH:26]=[CH:25][CH:24]=[CH:23][CH:22]=2)[C:15]2[CH:20]=[CH:19][CH:18]=[CH:17][CH:16]=2)[N:3]=1.[N:33]1[CH:38]=[CH:37][C:36](B(O)O)=[CH:35][CH:34]=1.C(=O)([O-])[O-].[Na+].[Na+]. The catalyst is [Pd].C1(P(C2C=CC=CC=2)C2C=CC=CC=2)C=CC=CC=1.C1(P(C2C=CC=CC=2)C2C=CC=CC=2)C=CC=CC=1.C1(P(C2C=CC=CC=2)C2C=CC=CC=2)C=CC=CC=1.C1(P(C2C=CC=CC=2)C2C=CC=CC=2)C=CC=CC=1.O1CCOCC1. The product is [N+:11]([C:8]1[CH:9]=[C:10]2[C:5](=[CH:6][CH:7]=1)[N:4]([C:14]([C:27]1[CH:32]=[CH:31][CH:30]=[CH:29][CH:28]=1)([C:21]1[CH:22]=[CH:23][CH:24]=[CH:25][CH:26]=1)[C:15]1[CH:20]=[CH:19][CH:18]=[CH:17][CH:16]=1)[N:3]=[C:2]2[C:36]1[CH:37]=[CH:38][N:33]=[CH:34][CH:35]=1)([O-:13])=[O:12]. The yield is 0.928. (5) The reactants are C([O:3][C:4]([C:6]1[NH:7][C:8]2[C:13]([C:14]=1[NH2:15])=[CH:12][CH:11]=[CH:10][CH:9]=2)=[O:5])C.C(O)C.[OH-].[K+:20].[K+].NC1[C:31]2[C:26](=C[CH:28]=[CH:29][CH:30]=2)[NH:25]C=1C([O-])=O. The catalyst is O.C(#N)C. The product is [K+:20].[N:25]1[CH:26]=[CH:31][C:30]([NH:15][C:14]2[C:13]3[C:8](=[CH:9][CH:10]=[CH:11][CH:12]=3)[NH:7][C:6]=2[C:4]([O-:3])=[O:5])=[CH:29][CH:28]=1. The yield is 1.40. (6) The reactants are CC(C[AlH]CC(C)C)C.[CH3:10][C:11]1([CH3:28])[O:15][C@@H:14]([C@@H:16]2[C@@H:20]3[O:21][C:22]([CH3:25])([CH3:24])[O:23][C@:19]3([CH3:26])[C:18](=[O:27])[O:17]2)[CH2:13][O:12]1. The catalyst is C1(C)C=CC=CC=1.C(Cl)Cl. The product is [CH3:10][C:11]1([CH3:28])[O:15][C@@H:14]([C@@H:16]2[C@@H:20]3[O:21][C:22]([CH3:25])([CH3:24])[O:23][C@:19]3([CH3:26])[CH:18]([OH:27])[O:17]2)[CH2:13][O:12]1. The yield is 0.980. (7) The reactants are [CH3:1][C:2]1[C:3]([CH2:8][N:9]([CH2:16][C:17]2[C:22]([CH3:23])=[CH:21][CH:20]=[CH:19][N:18]=2)[CH:10]2[CH2:15][CH2:14][NH:13][CH2:12][CH2:11]2)=[N:4][CH:5]=[CH:6][CH:7]=1.Cl.[C:25](Cl)(=[O:32])[C:26]1[CH:31]=[CH:30][CH:29]=[N:28][CH:27]=1.CCN(C(C)C)C(C)C.[OH-].[Na+]. The yield is 0.860. The product is [CH3:1][C:2]1[C:3]([CH2:8][N:9]([CH2:16][C:17]2[C:22]([CH3:23])=[CH:21][CH:20]=[CH:19][N:18]=2)[CH:10]2[CH2:15][CH2:14][N:13]([C:25]([C:26]3[CH:27]=[N:28][CH:29]=[CH:30][CH:31]=3)=[O:32])[CH2:12][CH2:11]2)=[N:4][CH:5]=[CH:6][CH:7]=1. The catalyst is C1COCC1.